This data is from Peptide-MHC class I binding affinity with 185,985 pairs from IEDB/IMGT. The task is: Regression. Given a peptide amino acid sequence and an MHC pseudo amino acid sequence, predict their binding affinity value. This is MHC class I binding data. (1) The peptide sequence is DIRQDVIAM. The MHC is HLA-A69:01 with pseudo-sequence HLA-A69:01. The binding affinity (normalized) is 0.0847. (2) The peptide sequence is TIHLATAPK. The MHC is HLA-B15:17 with pseudo-sequence HLA-B15:17. The binding affinity (normalized) is 0.0847. (3) The peptide sequence is KLYPNVDFY. The MHC is HLA-A69:01 with pseudo-sequence HLA-A69:01. The binding affinity (normalized) is 0.0847. (4) The peptide sequence is GIFSNPHPV. The MHC is HLA-A68:02 with pseudo-sequence HLA-A68:02. The binding affinity (normalized) is 0.440. (5) The peptide sequence is MFMLIFNVK. The MHC is HLA-A11:01 with pseudo-sequence HLA-A11:01. The binding affinity (normalized) is 0.411. (6) The peptide sequence is YPAVINSNI. The MHC is HLA-B15:09 with pseudo-sequence HLA-B15:09. The binding affinity (normalized) is 0.0847. (7) The binding affinity (normalized) is 0.417. The MHC is SLA-10401 with pseudo-sequence SLA-10401. The peptide sequence is RTWHYCGSY. (8) The peptide sequence is SIPVHPIGYY. The binding affinity (normalized) is 0.198. The MHC is Mamu-A01 with pseudo-sequence Mamu-A01. (9) The peptide sequence is AYQQGVKTL. The MHC is HLA-A01:01 with pseudo-sequence HLA-A01:01. The binding affinity (normalized) is 0.0847. (10) The peptide sequence is FLLGLLVHV. The MHC is HLA-A02:02 with pseudo-sequence HLA-A02:02. The binding affinity (normalized) is 0.666.